From a dataset of Peptide-MHC class II binding affinity with 134,281 pairs from IEDB. Regression. Given a peptide amino acid sequence and an MHC pseudo amino acid sequence, predict their binding affinity value. This is MHC class II binding data. (1) The peptide sequence is GMVIFFMSPKGISRM. The MHC is DRB4_0103 with pseudo-sequence DRB4_0103. The binding affinity (normalized) is 0.770. (2) The peptide sequence is RWLLIEILKASKSML. The MHC is DRB1_1302 with pseudo-sequence DRB1_1302. The binding affinity (normalized) is 0.305. (3) The peptide sequence is EKKYFAAGQFEPLAA. The MHC is HLA-DPA10103-DPB10601 with pseudo-sequence HLA-DPA10103-DPB10601. The binding affinity (normalized) is 0.898. (4) The peptide sequence is IMGAVLIWV. The MHC is HLA-DQA10103-DQB10603 with pseudo-sequence HLA-DQA10103-DQB10603. The binding affinity (normalized) is 0. (5) The peptide sequence is YDEPMTPGQCNMVVE. The MHC is DRB5_0101 with pseudo-sequence DRB5_0101. The binding affinity (normalized) is 0.211. (6) The binding affinity (normalized) is 0.692. The peptide sequence is INEPTAAAIAYGLHR. The MHC is HLA-DQA10501-DQB10301 with pseudo-sequence HLA-DQA10501-DQB10301. (7) The peptide sequence is EEFVVEFALPGIK. The MHC is DRB1_0402 with pseudo-sequence DRB1_0402. The binding affinity (normalized) is 0.446. (8) The peptide sequence is KKLIPSWASVKEDLV. The MHC is DRB3_0202 with pseudo-sequence DRB3_0202. The binding affinity (normalized) is 0.750.